Task: Regression. Given a peptide amino acid sequence and an MHC pseudo amino acid sequence, predict their binding affinity value. This is MHC class I binding data.. Dataset: Peptide-MHC class I binding affinity with 185,985 pairs from IEDB/IMGT (1) The peptide sequence is RIYSHIAPY. The MHC is HLA-A02:11 with pseudo-sequence HLA-A02:11. The binding affinity (normalized) is 0.553. (2) The peptide sequence is STSRSYMSF. The MHC is HLA-A11:01 with pseudo-sequence HLA-A11:01. The binding affinity (normalized) is 0.0847. (3) The peptide sequence is AEMKTDAATLA. The MHC is HLA-A02:03 with pseudo-sequence HLA-A02:03. The binding affinity (normalized) is 0.454. (4) The peptide sequence is KLEEEQIIL. The MHC is HLA-A02:01 with pseudo-sequence HLA-A02:01. The binding affinity (normalized) is 0.605. (5) The peptide sequence is MPASWVMRIM. The MHC is Mamu-A2201 with pseudo-sequence Mamu-A2201. The binding affinity (normalized) is 0.644.